Dataset: Forward reaction prediction with 1.9M reactions from USPTO patents (1976-2016). Task: Predict the product of the given reaction. (1) Given the reactants [C:1]([S:5]([NH2:7])=[O:6])([CH3:4])([CH3:3])[CH3:2].[Cl:8][C:9]1[CH:14]=[CH:13][N:12]=[C:11]([CH:15]=O)[CH:10]=1, predict the reaction product. The product is: [Cl:8][C:9]1[CH:14]=[CH:13][N:12]=[C:11](/[CH:15]=[N:7]/[S@:5]([C:1]([CH3:4])([CH3:3])[CH3:2])=[O:6])[CH:10]=1. (2) Given the reactants [O:1]1[C:5]2([CH2:10][CH2:9][CH:8]([CH2:11][OH:12])[CH2:7][CH2:6]2)OCC1.[H-].[Na+].[CH2:15](I)[CH3:16].Cl, predict the reaction product. The product is: [CH2:15]([O:12][CH2:11][CH:8]1[CH2:7][CH2:6][C:5](=[O:1])[CH2:10][CH2:9]1)[CH3:16]. (3) The product is: [ClH:21].[NH2:1][C@H:4]([C@H:14]1[O:18][C:17](=[O:19])[C@H:16]([CH3:20])[CH2:15]1)[CH2:5][OH:6]. Given the reactants [N:1]([C@H:4]([C@H:14]1[O:18][C:17](=[O:19])[C@H:16]([CH3:20])[CH2:15]1)[CH2:5][O:6]CC1C=CC=CC=1)=[N+]=[N-].[ClH:21].O1CCOCC1.[H][H], predict the reaction product. (4) Given the reactants C([O:8][CH2:9][C@H:10]([OH:17])[CH2:11][C:12]1[NH:13][CH:14]=[CH:15][N:16]=1)C1C=CC=CC=1.[H][H], predict the reaction product. The product is: [NH:13]1[CH:14]=[CH:15][N:16]=[C:12]1[CH2:11][C@@H:10]([OH:17])[CH2:9][OH:8]. (5) Given the reactants C(OP([CH2:9][C:10]([O:12][CH2:13][CH3:14])=[O:11])(OCC)=O)C.[H-].[Na+].[CH2:17]([O:21][C:22]1[C:31]2[C:26](=[CH:27][CH:28]=[C:29]([CH:32]=O)[CH:30]=2)[C:25](=[O:34])[N:24]([CH2:35][CH:36]([CH3:38])[CH3:37])[C:23]=1[CH2:39][NH:40][C:41](=[O:47])[O:42][C:43]([CH3:46])([CH3:45])[CH3:44])[CH2:18][CH2:19][CH3:20].O, predict the reaction product. The product is: [CH2:17]([O:21][C:22]1[C:31]2[C:26](=[CH:27][CH:28]=[C:29](/[CH:32]=[CH:9]/[C:10]([O:12][CH2:13][CH3:14])=[O:11])[CH:30]=2)[C:25](=[O:34])[N:24]([CH2:35][CH:36]([CH3:38])[CH3:37])[C:23]=1[CH2:39][NH:40][C:41]([O:42][C:43]([CH3:46])([CH3:45])[CH3:44])=[O:47])[CH2:18][CH2:19][CH3:20].